Dataset: HIV replication inhibition screening data with 41,000+ compounds from the AIDS Antiviral Screen. Task: Binary Classification. Given a drug SMILES string, predict its activity (active/inactive) in a high-throughput screening assay against a specified biological target. (1) The compound is O=C(NN=CC=Cc1ccccc1)c1ccccc1Nc1ccccc1C(=O)NN=CC=Cc1ccccc1. The result is 0 (inactive). (2) The molecule is COC(=O)CCC(=O)c1ccc2c(c1)CC1(Cc3ccccc3C1)C2. The result is 0 (inactive). (3) The result is 0 (inactive). The drug is COc1ccc2c(c1)CCN1CCc3cc(OC)c(OC)cc3CC21. (4) The molecule is CC(C)=CCCC(C)C1C(OC2OC(CO)C(O)C(O)C2O)CC2(C)C3CC(=O)C4C(C)(C)C(OC5OC(CO)C(O)C(O)C5O)CCC45CC35CCC12C. The result is 0 (inactive). (5) The molecule is Clc1nc(Cl)nc(-c2ccccc2)n1. The result is 0 (inactive).